Regression. Given two drug SMILES strings and cell line genomic features, predict the synergy score measuring deviation from expected non-interaction effect. From a dataset of NCI-60 drug combinations with 297,098 pairs across 59 cell lines. Drug 1: COC1=NC(=NC2=C1N=CN2C3C(C(C(O3)CO)O)O)N. Drug 2: C(CCl)NC(=O)N(CCCl)N=O. Cell line: MOLT-4. Synergy scores: CSS=65.1, Synergy_ZIP=0.416, Synergy_Bliss=0.427, Synergy_Loewe=-15.3, Synergy_HSA=2.19.